This data is from Full USPTO retrosynthesis dataset with 1.9M reactions from patents (1976-2016). The task is: Predict the reactants needed to synthesize the given product. (1) Given the product [CH3:1][C:2]1[N:3]=[CH:4][C:5]([C:8]([O:10][C:15]([CH3:18])([CH3:17])[CH3:16])=[O:9])=[N:6][CH:7]=1, predict the reactants needed to synthesize it. The reactants are: [CH3:1][C:2]1[CH:7]=[N:6][C:5]([C:8]([OH:10])=[O:9])=[CH:4][N:3]=1.ClC(Cl)(Cl)C(=N)O[C:15]([CH3:18])([CH3:17])[CH3:16].[Cl-].[Na+].C(OCC)(=O)C. (2) Given the product [CH3:18][C:2]1([CH3:1])[C:6]([CH3:7])([CH3:8])[O:5][B:4]([C:9]2[CH:17]=[C:16]3[C:12](=[CH:11][CH:10]=2)[NH:25][C:24](=[O:29])[CH2:23]3)[O:3]1, predict the reactants needed to synthesize it. The reactants are: [CH3:1][C:2]1([CH3:18])[C:6]([CH3:8])([CH3:7])[O:5][B:4]([C:9]2[CH:17]=[C:16]3[C:12](C=NN3)=[CH:11][CH:10]=2)[O:3]1.BrC1C=C2C(=CC=1)[NH:25][C:24](=[O:29])[CH2:23]2. (3) Given the product [CH:29]([N:26]1[CH2:27][CH2:28][CH:23]([O:22][C:19]2[CH:20]=[CH:21][C:16]([CH2:15][N:12]3[CH2:11][CH2:10][N:9]([C:7]([C:1]4[CH:6]=[CH:5][CH:4]=[CH:3][CH:2]=4)=[O:8])[CH2:14][CH2:13]3)=[CH:17][CH:18]=2)[CH2:24][CH2:25]1)([CH3:31])[CH3:30], predict the reactants needed to synthesize it. The reactants are: [C:1]1([C:7]([N:9]2[CH2:14][CH2:13][N:12]([CH2:15][C:16]3[CH:21]=[CH:20][C:19]([O:22][CH:23]4[CH2:28][CH2:27][NH:26][CH2:25][CH2:24]4)=[CH:18][CH:17]=3)[CH2:11][CH2:10]2)=[O:8])[CH:6]=[CH:5][CH:4]=[CH:3][CH:2]=1.[C:29](OC(N1CCN(CC2C=CC(OCCCN3CCCCC3)=CC=2)CC1)=O)(C)([CH3:31])[CH3:30]. (4) Given the product [Cl:1][C:2]1[N:7]=[C:6]([N:16]2[CH2:22][CH2:21][CH2:20][CH2:19][CH2:18][CH2:17]2)[CH:5]=[CH:4][N:3]=1, predict the reactants needed to synthesize it. The reactants are: [Cl:1][C:2]1[N:7]=[C:6](Cl)[CH:5]=[CH:4][N:3]=1.C(N(CC)CC)C.[NH:16]1[CH2:22][CH2:21][CH2:20][CH2:19][CH2:18][CH2:17]1.O. (5) Given the product [C:1]([N:5]([CH3:26])[C:6]([C:8]1[N:9]=[C:10]([C:28]2[S:27][CH:31]=[CH:30][CH:29]=2)[N:11]2[C:20]3[C:15](=[CH:16][C:17]([O:23][CH3:24])=[C:18]([O:21][CH3:22])[CH:19]=3)[CH2:14][CH2:13][C:12]=12)=[O:7])([CH3:4])([CH3:3])[CH3:2], predict the reactants needed to synthesize it. The reactants are: [C:1]([N:5]([CH3:26])[C:6]([C:8]1[N:9]=[C:10](Br)[N:11]2[C:20]3[C:15](=[CH:16][C:17]([O:23][CH3:24])=[C:18]([O:21][CH3:22])[CH:19]=3)[CH2:14][CH2:13][C:12]=12)=[O:7])([CH3:4])([CH3:3])[CH3:2].[S:27]1[CH:31]=[CH:30][CH:29]=[C:28]1B(O)O.C(=O)([O-])[O-].[K+].[K+]. (6) Given the product [CH3:11][C:6]1[C:5]([C:3](=[O:4])[CH2:2][O:12][C:13]2[CH:14]=[CH:15][C:16]([CH2:19][C:20]([O:22][CH3:23])=[O:21])=[CH:17][CH:18]=2)=[C:9]([CH3:10])[O:8][N:7]=1, predict the reactants needed to synthesize it. The reactants are: Br[CH2:2][C:3]([C:5]1[C:6]([CH3:11])=[N:7][O:8][C:9]=1[CH3:10])=[O:4].[OH:12][C:13]1[CH:18]=[CH:17][C:16]([CH2:19][C:20]([O:22][CH3:23])=[O:21])=[CH:15][CH:14]=1.C(=O)([O-])[O-].[K+].[K+]. (7) Given the product [ClH:1].[ClH:1].[CH3:38][N:37]([CH2:36][C:35]1[N:6]=[C:7]([C:8]2[CH:9]=[C:10]3[C:14](=[CH:15][CH:16]=2)[NH:13][N:12]=[C:11]3[C:17]2[CH:18]=[C:19]([C:23]([NH:25][C:26]3[CH:27]=[CH:28][C:29]([F:32])=[CH:30][CH:31]=3)=[O:24])[CH:20]=[CH:21][CH:22]=2)[NH:33][N:34]=1)[CH3:39], predict the reactants needed to synthesize it. The reactants are: [ClH:1].Cl.C(O[N:6]=[CH:7][C:8]1[CH:9]=[C:10]2[C:14](=[CH:15][CH:16]=1)[NH:13][N:12]=[C:11]2[C:17]1[CH:18]=[C:19]([C:23]([NH:25][C:26]2[CH:31]=[CH:30][C:29]([F:32])=[CH:28][CH:27]=2)=[O:24])[CH:20]=[CH:21][CH:22]=1)C.[NH2:33][NH:34][C:35](=O)[CH2:36][N:37]([CH3:39])[CH3:38].C[O-].[Na+].Cl. (8) Given the product [F:13][C:14]1[CH:15]=[C:16]([C:2]2[CH:3]=[C:4]([CH3:12])[C:5]([CH3:11])=[C:6]([CH:10]=2)[C:7]([OH:9])=[O:8])[CH:17]=[CH:18][C:19]=1[F:20], predict the reactants needed to synthesize it. The reactants are: Br[C:2]1[CH:3]=[C:4]([CH3:12])[C:5]([CH3:11])=[C:6]([CH:10]=1)[C:7]([OH:9])=[O:8].[F:13][C:14]1[CH:15]=[C:16](B(O)O)[CH:17]=[CH:18][C:19]=1[F:20].CN(C=O)C.O. (9) Given the product [Cl:7][C:8]1[CH:9]=[C:10]([S:14]([N:20]2[CH2:25][CH2:24][C:23](=[O:26])[CH2:22][CH2:21]2)(=[O:16])=[O:15])[CH:11]=[CH:12][CH:13]=1, predict the reactants needed to synthesize it. The reactants are: C(=O)([O-])[O-].[K+].[K+].[Cl:7][C:8]1[CH:9]=[C:10]([S:14](Cl)(=[O:16])=[O:15])[CH:11]=[CH:12][CH:13]=1.O.Cl.[NH:20]1[CH2:25][CH2:24][C:23](=[O:26])[CH2:22][CH2:21]1.C(=O)(O)[O-].[Na+]. (10) Given the product [CH3:21][O:20][C:17]1[N:16]=[CH:15][C:14]([N:12]([CH3:13])[C:10]2[C:9]3[C:4](=[CH:5][CH:6]=[CH:7][CH:8]=3)[N:3]=[C:2]([NH2:22])[N:11]=2)=[CH:19][CH:18]=1, predict the reactants needed to synthesize it. The reactants are: Cl[C:2]1[N:11]=[C:10]([N:12]([C:14]2[CH:15]=[N:16][C:17]([O:20][CH3:21])=[CH:18][CH:19]=2)[CH3:13])[C:9]2[C:4](=[CH:5][CH:6]=[CH:7][CH:8]=2)[N:3]=1.[NH3:22].